This data is from Forward reaction prediction with 1.9M reactions from USPTO patents (1976-2016). The task is: Predict the product of the given reaction. (1) Given the reactants [OH:1][CH2:2][C:3]1[CH:4]=[C:5]([CH2:13][CH2:14][C:15]([O:17]CC)=O)[CH:6]=[C:7]([O:9][CH:10]([CH3:12])[CH3:11])[CH:8]=1.[Cl:20][C:21]1[CH:26]=[C:25]([Cl:27])[CH:24]=[CH:23][C:22]=1O.C(P(CCCC)CCCC)CCC.N(C(N1CCCCC1)=O)=NC(N1CCCCC1)=O.[H-].C([Al+]CC(C)C)C(C)C.O.O.O.O.O.O.O.O.O.O.S([O-])([O-])(=O)=O.[Na+].[Na+], predict the reaction product. The product is: [Cl:20][C:21]1[CH:26]=[C:25]([Cl:27])[CH:24]=[CH:23][C:22]=1[O:1][CH2:2][C:3]1[CH:4]=[C:5]([CH2:13][CH2:14][CH2:15][OH:17])[CH:6]=[C:7]([O:9][CH:10]([CH3:11])[CH3:12])[CH:8]=1. (2) The product is: [Br:23][C:11]1[CH:12]=[CH:13][C:8]([N:4]2[CH2:5][CH2:6][O:7][CH:2]([CH3:1])[CH2:3]2)=[CH:9][CH:10]=1. Given the reactants [CH3:1][CH:2]1[O:7][CH2:6][CH2:5][N:4]([C:8]2[CH:13]=[CH:12][C:11](B3OC(C)(C)C(C)(C)O3)=[CH:10][CH:9]=2)[CH2:3]1.[Br:23]C1C=CC(Br)=CC=1.CC1OCCNC1, predict the reaction product. (3) Given the reactants [CH3:1][C:2]1[N:7]=[C:6]([NH:8][CH2:9][CH2:10][OH:11])[CH:5]=[CH:4][C:3]=1[N+:12]([O-:14])=[O:13].[C:15](N1C=CN=C1)(N1C=CN=C1)=[O:16].[H-].[Na+], predict the reaction product. The product is: [CH3:1][C:2]1[N:7]=[C:6]([N:8]2[CH2:9][CH2:10][O:11][C:15]2=[O:16])[CH:5]=[CH:4][C:3]=1[N+:12]([O-:14])=[O:13].